Dataset: B-cell epitopes from PDB crystal structures with 447 antigens. Task: Token-level Classification. Given an antigen amino acid sequence, predict which amino acid positions are active epitope sites capable of antibody binding. Output is a list of indices for active positions. (1) Given the antigen sequence: SALHWRAAGAATVLLVIVLLAGSYLAVLAERGAPGAQLITYPRALWWSVETATTVGYGDLCPVTLWGRLVAVVVMVAGITSFGLVTAALATWFVGREQERRGH, which amino acid positions are active epitope sites? The epitope positions are: [22, 23, 26, 27, 29, 30, 31, 32, 33, 34, 35, 36, 37, 38, 39, 40, 41, 42]. The amino acids at these positions are: SYVLERGAPGAQLITYPR. (2) Given the antigen sequence: EVVLVNVTENFNWCKNDMVEQMHEDICSLWDQSLKPCVKLCPLCVGAGSCNTSVITQACPKVSFEPIPIHYCAPAGFAILKCNNKTFNGTGPCTNVSTVQCTHGIRPVVSSQLLLNGSLAEEEVVIRSCNFTDNAKTIIVQLNTSVEINCTGAGHCNIARAKWNNTLKQIASKLREQFGNNKTIIFKQSSGGDPEIVTHWFNCGGEFFYCNSTQLFNSTWFNGSDTITLPCRIKQIINMWCKVCKAMYAPPISGQIRCSSNITGLLLTRDGGNSNNESEIFRPGGGDMRDNWRSELYKYKVVKI, which amino acid positions are active epitope sites? The epitope positions are: [36, 37, 39, 53, 55, 56, 57, 231, 233, 234, 235, 246, 249]. The amino acids at these positions are: CVLVTQARKQIMP. (3) Given the antigen sequence: APPQGVTVSKNDGNGTAILVSWQPPPEMVQEYKVWCLGNETRYHINKTVDGSTFSVVIPFLVPGIRYSVEVAASGSGVKSEPQFIQLD, which amino acid positions are active epitope sites? The epitope positions are: [14, 15, 40, 41, 42, 43, 44, 45, 46, 47, 59, 60, 61, 62, 66, 87]. The amino acids at these positions are: GTTRYHINKTFLVPYD. (4) The epitope positions are: [12, 13, 14, 15, 16, 17, 18, 19, 20, 22, 27, 48, 51, 52, 67, 68, 69, 81, 94, 95... (24 total positions)]. The amino acids at these positions are: IDKEMAETQGKKVVSVTYHWFRKH. Given the antigen sequence: VEFKRMCSGKFSIDKEMAETQHGTTVVKVKYEGAGAPCKVPIEIRDVNKEKVVGRIISSTPFAEYTNSVTNIELEPPFGDSYIVIGVGDSALTLHWFRKHH, which amino acid positions are active epitope sites? (5) Given the antigen sequence: MRCIGISNRDFVEGVSGGSWVDIVLEHGSCVTTMAKNKPTLDFELIKTEAKQPATLRKYCIEAKLTNTTTESRCPTQGEPSLNEEQDKRFICKHSMVDRGWGNGCGLFGKGGIVTCAKFTCKKNMEGKIVQPENLEYTIVITPHSGEEHHGKEIKITPQSSTTEAELTGYGTVTMECSPRTGLDFNEMVLLQMEDKAWLVHRQWFLDLPLPWLPGADTQGSNWIQKETLVTFKNPHAKKQDVVVLGSQEGAMHTALTGATEIQMSSGNLLFTGHLKCRLRMDKLQLKGMSYSMCTGKFKIVKEIAETQHGTIVIRVQYEGDGSPCKIPFEIKRHVLGRLITVNPIVTEKDSPVNIEAEPPFGDSYIIVGVEPGQLKLNWLRPLESR, which amino acid positions are active epitope sites? The epitope positions are: [67, 68, 69, 70, 71, 72, 73, 76, 82, 83, 96, 98, 100, 101, 102, 103, 104, 105, 112, 237... (26 total positions)]. The amino acids at these positions are: TTTESRCQNEVRWGNGCGIKKQDSKE. (6) Given the antigen sequence: VRSLNCTLRDSQQKSLVMSGPYELKALHLQGQDMEQQVVFSMSFVQGEESNDKIPVALGLKEKNLYLSCVLKDDKPTLQLESVDPKNYPKKKMEKRFVFNKIEINNKLEFESAQFPNWYISTSQAENMPVFLGGGGQDITDFTMQFVSS, which amino acid positions are active epitope sites? The epitope positions are: [16, 17, 18, 19, 20, 24, 29, 31, 32, 34, 35, 36, 38, 61, 62, 63, 83, 84, 85, 126]. The amino acids at these positions are: VMSGPKQQDEQQVEKNDPKN. (7) The epitope positions are: [8, 9, 10, 11, 12, 13, 14, 16, 17, 26, 29, 30, 31, 32, 33, 35, 56, 57, 58]. The amino acids at these positions are: NWFDITGLWISDVQAVFSG. Given the antigen sequence: LTEYTLQANWFDITGILWLLGQVDGKIINSDVQAFVLLRVALPAAKVAEFSAKLADFSGGSLQLLAIE, which amino acid positions are active epitope sites? (8) Given the antigen sequence: DAEFRHDSGYEVHHQKSELKNSISDYTEAEFVQLLKEIEKENVAATDDVLDVLLEHFVKITEHPDGTDLIYYPSDNRDDSPEGIVKEIKEWRAANGKPGFKQ, which amino acid positions are active epitope sites? The epitope positions are: [0, 1, 2, 3, 4, 5, 6, 7, 9]. The amino acids at these positions are: DAEFRHDSY. (9) Given the antigen sequence: GSSIVSLLGIKVLNNPAKFTDPYEFEITFECLESLKHDLEWKLTYVGSHDQELDSILVGPVPVGVNKFVFSADPPSAELIPASELVSVTVILLSCSYDGREFVRVGYYVNNEYDEEELRENPPAKVQVDHIVRNILAEKPRVTRFNIVWDNEN, which amino acid positions are active epitope sites? The epitope positions are: [10, 11, 12, 13, 14, 15, 16, 17, 20, 21, 23, 25, 28, 55, 56, 57, 58, 61, 65, 66... (24 total positions)]. The amino acids at these positions are: KVLNNPAKDPEEFILVGPNKFVSV. (10) Given the antigen sequence: MQSIKGNHLVKVYDYQEDGSVLLTCDAEAKNITWFKDGKMIGFLTEDKKKWNLGSNAKDPRGMYQCKGSQNKSKPLQVYYRMQTPYKVSISGTTVILTCPQYPGSEILWQHNDKNIGGDEDDKNIGSDEDHLSLKEFSELEQSGYYVCYPRGSKPEDANFYLYLRARV, which amino acid positions are active epitope sites? The epitope positions are: [103, 104, 105, 117, 119, 150, 151, 152, 153, 154, 156]. The amino acids at these positions are: GSEGERGSKPD.